This data is from Forward reaction prediction with 1.9M reactions from USPTO patents (1976-2016). The task is: Predict the product of the given reaction. (1) Given the reactants [CH3:1][N:2]([CH3:29])[C:3]1[CH:4]=[C:5]([CH:26]=[CH:27][CH:28]=1)[C:6]([NH:8][C:9]1[CH:10]=[CH:11][C:12]([CH3:25])=[C:13]([NH:15][C:16](=[O:24])[C:17]2[CH:22]=[CH:21][CH:20]=[CH:19][C:18]=2F)[CH:14]=1)=[O:7].[O:30]1[CH2:35][CH2:34][N:33]([CH2:36][CH2:37][CH2:38][NH2:39])[CH2:32][CH2:31]1, predict the reaction product. The product is: [CH3:1][N:2]([CH3:29])[C:3]1[CH:4]=[C:5]([CH:26]=[CH:27][CH:28]=1)[C:6]([NH:8][C:9]1[CH:10]=[CH:11][C:12]([CH3:25])=[C:13]([NH:15][C:16](=[O:24])[C:17]2[CH:22]=[CH:21][CH:20]=[CH:19][C:18]=2[NH:39][CH2:38][CH2:37][CH2:36][N:33]2[CH2:34][CH2:35][O:30][CH2:31][CH2:32]2)[CH:14]=1)=[O:7]. (2) Given the reactants [Br:1][C:2]1[N:7]=[C:6]([C:8](OCC)=[O:9])[C:5]([NH:13][CH:14]2[CH2:17][O:16][CH2:15]2)=[CH:4][CH:3]=1.[NH3:18], predict the reaction product. The product is: [Br:1][C:2]1[N:7]=[C:6]([C:8]([NH2:18])=[O:9])[C:5]([NH:13][CH:14]2[CH2:17][O:16][CH2:15]2)=[CH:4][CH:3]=1. (3) Given the reactants [NH2:1][C:2]1[N:7]=[C:6]([C:8]2[CH:13]=[CH:12][CH:11]=[C:10]([O:14][CH3:15])[CH:9]=2)[C:5]([C:16]2[CH:17]=[CH:18][C:19](=[O:22])[NH:20][N:21]=2)=[CH:4][N:3]=1.[CH:23](I)([CH3:25])[CH3:24], predict the reaction product. The product is: [NH2:1][C:2]1[N:7]=[C:6]([C:8]2[CH:13]=[CH:12][CH:11]=[C:10]([O:14][CH3:15])[CH:9]=2)[C:5]([C:16]2[CH:17]=[CH:18][C:19](=[O:22])[N:20]([CH:23]([CH3:25])[CH3:24])[N:21]=2)=[CH:4][N:3]=1. (4) Given the reactants [NH2:1][C:2]1[CH:13]=[CH:12][C:5]([O:6][CH:7]([CH3:11])[C:8]([OH:10])=[O:9])=[CH:4][CH:3]=1.Cl.[CH3:15]O, predict the reaction product. The product is: [CH3:15][O:9][C:8](=[O:10])[CH:7]([O:6][C:5]1[CH:4]=[CH:3][C:2]([NH2:1])=[CH:13][CH:12]=1)[CH3:11].